This data is from Reaction yield outcomes from USPTO patents with 853,638 reactions. The task is: Predict the reaction yield, written as a fraction of the theoretical maximum amount of product (1.0 means a 100% yield; for example, 0.34 means a 34% yield). The reactants are FC1C=CC(C(=O)CBr)=CC=1.[C:12]([CH:14]([CH2:20][C:21]([C:23]1[CH:28]=[CH:27][C:26]([F:29])=[CH:25][CH:24]=1)=O)[C:15]([O:17][CH2:18][CH3:19])=[O:16])#[N:13].FC1C=CC(C2NC=C(C(OCC)=O)C=2)=CC=1.[H-].[Na+].[C:49]1([S:55](Cl)(=[O:57])=[O:56])[CH:54]=[CH:53][CH:52]=[CH:51][CH:50]=1. The catalyst is CN(C)C=O.O. The product is [F:29][C:26]1[CH:27]=[CH:28][C:23]([C:21]2[N:13]([S:55]([C:49]3[CH:54]=[CH:53][CH:52]=[CH:51][CH:50]=3)(=[O:57])=[O:56])[CH:12]=[C:14]([C:15]([O:17][CH2:18][CH3:19])=[O:16])[CH:20]=2)=[CH:24][CH:25]=1. The yield is 0.680.